This data is from Reaction yield outcomes from USPTO patents with 853,638 reactions. The task is: Predict the reaction yield, written as a fraction of the theoretical maximum amount of product (1.0 means a 100% yield; for example, 0.34 means a 34% yield). (1) The reactants are Cl.C(N=C=NCCCN(C)C)C.[CH3:13][N:14]1[CH2:19][CH2:18][N:17]([C:20]2[S:21][CH:22]=[C:23]([C:25]3[CH:30]=[CH:29][C:28]([C:31]([NH:33][C:34]4([C:40]([OH:42])=O)[CH2:39][CH2:38][CH2:37][CH2:36][CH2:35]4)=[O:32])=[CH:27][CH:26]=3)[N:24]=2)[CH2:16][CH2:15]1. The catalyst is CN(C)C=O. The product is [CH3:13][N:14]1[CH2:15][CH2:16][N:17]([C:20]2[S:21][CH:22]=[C:23]([C:25]3[CH:30]=[CH:29][C:28]([C:31]4[O:32][C:40](=[O:42])[C:34]5([CH2:35][CH2:36][CH2:37][CH2:38][CH2:39]5)[N:33]=4)=[CH:27][CH:26]=3)[N:24]=2)[CH2:18][CH2:19]1. The yield is 0.670. (2) The reactants are [C:1]([O:5][C:6]([N:8]([CH3:54])[C@H:9]([C:21]([NH:23][C@H:24]([C:38]([N:40]([C@@H:42]([CH:51]([CH3:53])[CH3:52])/[CH:43]=[C:44](\[CH3:50])/[C:45]([O:47]CC)=[O:46])[CH3:41])=[O:39])[C:25]([S:28][CH2:29][C:30]1[CH:35]=[CH:34][C:33]([O:36][CH3:37])=[CH:32][CH:31]=1)([CH3:27])[CH3:26])=[O:22])[C:10]([CH3:20])([CH3:19])[C:11]1[CH:16]=[CH:15][C:14]([O:17][CH3:18])=[CH:13][CH:12]=1)=[O:7])([CH3:4])([CH3:3])[CH3:2].O.[OH-].[Li+]. The catalyst is CO. The product is [C:1]([O:5][C:6]([N:8]([CH3:54])[C@H:9]([C:21]([NH:23][C@H:24]([C:38]([N:40]([C@@H:42]([CH:51]([CH3:52])[CH3:53])/[CH:43]=[C:44](/[C:45]([OH:47])=[O:46])\[CH3:50])[CH3:41])=[O:39])[C:25]([S:28][CH2:29][C:30]1[CH:31]=[CH:32][C:33]([O:36][CH3:37])=[CH:34][CH:35]=1)([CH3:27])[CH3:26])=[O:22])[C:10]([CH3:20])([CH3:19])[C:11]1[CH:12]=[CH:13][C:14]([O:17][CH3:18])=[CH:15][CH:16]=1)=[O:7])([CH3:2])([CH3:3])[CH3:4]. The yield is 0.920. (3) The reactants are [F:1][C:2]1[C:3]([NH:20][C:21]2[CH:26]=[CH:25][C:24]([I:27])=[CH:23][C:22]=2[F:28])=[C:4]([CH:12]=[C:13]([CH2:16][NH:17][O:18][CH3:19])[C:14]=1[F:15])[C:5]([NH:7][O:8][CH2:9][CH2:10][OH:11])=[O:6].[C:29](ON1C(=O)C2C=CC=CC=2N=N1)(=[O:33])[CH:30]([CH3:32])[CH3:31].C(O)(=O)C(C)C. No catalyst specified. The product is [F:1][C:2]1[C:3]([NH:20][C:21]2[CH:26]=[CH:25][C:24]([I:27])=[CH:23][C:22]=2[F:28])=[C:4]([CH:12]=[C:13]([CH2:16][N:17]([C:29](=[O:33])[CH:30]([CH3:32])[CH3:31])[O:18][CH3:19])[C:14]=1[F:15])[C:5]([NH:7][O:8][CH2:9][CH2:10][OH:11])=[O:6]. The yield is 0.770.